Dataset: Full USPTO retrosynthesis dataset with 1.9M reactions from patents (1976-2016). Task: Predict the reactants needed to synthesize the given product. (1) Given the product [Cl:36][C:37]1[CH:38]=[CH:39][C:40]2[N:46]3[CH:47]=[CH:48][CH:49]=[C:45]3[C@@H:44]([CH2:50][CH2:51][N:52]3[CH:56]=[C:55]([CH2:57][O:58][CH2:59][C:60]([OH:62])=[O:61])[N:54]=[N:53]3)[O:43][C@H:42]([C:65]3[CH:70]=[CH:69][CH:68]=[C:67]([O:71][CH3:72])[C:66]=3[O:73][CH3:74])[C:41]=2[CH:75]=1, predict the reactants needed to synthesize it. The reactants are: ClC1C=CC2N3C=CC=C3[C@@H](CCN3C=C(C(O)=O)N=N3)O[C@H](C3C=CC=C(OC)C=3OC)C=2C=1.[Cl:36][C:37]1[CH:38]=[CH:39][C:40]2[N:46]3[CH:47]=[CH:48][CH:49]=[C:45]3[C@@H:44]([CH2:50][CH2:51][N:52]3[CH:56]=[C:55]([CH2:57][O:58][CH2:59][C:60]([O:62]CC)=[O:61])[N:54]=[N:53]3)[O:43][C@H:42]([C:65]3[CH:70]=[CH:69][CH:68]=[C:67]([O:71][CH3:72])[C:66]=3[O:73][CH3:74])[C:41]=2[CH:75]=1.C(=O)([O-])[O-].[K+].[K+]. (2) Given the product [OH:23][B:15]1[C@@H:14]([NH:28][C:29](=[O:40])[CH2:30][C:31]2[CH:39]=[C:38]3[C:34]([CH:35]=[CH:36][NH:37]3)=[CH:33][CH:32]=2)[CH2:13][C:9]2[CH:10]=[CH:11][CH:12]=[C:7]([C:6]([OH:5])=[O:43])[C:8]=2[O:16]1, predict the reactants needed to synthesize it. The reactants are: C([O:5][C:6](=[O:43])[C:7]1[CH:12]=[CH:11][CH:10]=[C:9]([CH2:13][CH:14]([NH:28][C:29](=[O:40])[CH2:30][C:31]2[CH:39]=[C:38]3[C:34]([CH:35]=[CH:36][NH:37]3)=[CH:33][CH:32]=2)[B:15]2[O:23]C3C(C)(C4CC(C3)C4(C)C)[O:16]2)[C:8]=1OC)(C)(C)C.B(Cl)(Cl)Cl. (3) Given the product [NH2:1][C:4]1[CH:13]=[C:12]2[C:7]([C:8]([NH:14][C:15](=[O:21])[O:16][C:17]([CH3:19])([CH3:18])[CH3:20])=[N:9][CH:10]=[N:11]2)=[CH:6][CH:5]=1, predict the reactants needed to synthesize it. The reactants are: [N+:1]([C:4]1[CH:13]=[C:12]2[C:7]([C:8]([NH:14][C:15](=[O:21])[O:16][C:17]([CH3:20])([CH3:19])[CH3:18])=[N:9][CH:10]=[N:11]2)=[CH:6][CH:5]=1)([O-])=O.